Binary Classification. Given a drug SMILES string, predict its activity (active/inactive) in a high-throughput screening assay against a specified biological target. From a dataset of Cav3 T-type calcium channel HTS with 100,875 compounds. (1) The molecule is S(CCCCSc1[nH]ncn1)c1[nH]ncn1. The result is 0 (inactive). (2) The compound is O=C(NCC1N(CCC1)CC)CCc1onc(n1)c1ccc(cc1)C. The result is 0 (inactive).